From a dataset of Peptide-MHC class II binding affinity with 134,281 pairs from IEDB. Regression. Given a peptide amino acid sequence and an MHC pseudo amino acid sequence, predict their binding affinity value. This is MHC class II binding data. (1) The peptide sequence is TATYGGKWLDAKSTW. The MHC is DRB1_1101 with pseudo-sequence DRB1_1101. The binding affinity (normalized) is 0.206. (2) The peptide sequence is VVPDGYKLTGNVLIL. The binding affinity (normalized) is 0.187. The MHC is DRB5_0101 with pseudo-sequence DRB5_0101.